From a dataset of Full USPTO retrosynthesis dataset with 1.9M reactions from patents (1976-2016). Predict the reactants needed to synthesize the given product. (1) Given the product [NH2:49][NH:50][C:51]([NH2:53])=[S:52].[C:7]([C:10]1[CH:40]=[CH:39][C:13]([O:14][CH2:15][C:16]2[CH:21]=[CH:20][C:19]([CH:22]([O:32][CH:33]3[CH2:38][CH2:37][CH2:36][CH2:35][O:34]3)[C:23]3[CH:24]=[C:25]([CH:29]=[CH:30][CH:31]=3)[C:26]([OH:28])=[O:27])=[CH:18][CH:17]=2)=[C:12]([CH3:41])[C:11]=1[OH:42])(=[O:9])[CH3:8], predict the reactants needed to synthesize it. The reactants are: C(Cl)(=O)C(Cl)=O.[C:7]([C:10]1[CH:40]=[CH:39][C:13]([O:14][CH2:15][C:16]2[CH:21]=[CH:20][C:19]([CH:22]([O:32][CH:33]3[CH2:38][CH2:37][CH2:36][CH2:35][O:34]3)[C:23]3[CH:24]=[C:25]([CH:29]=[CH:30][CH:31]=3)[C:26]([OH:28])=[O:27])=[CH:18][CH:17]=2)=[C:12]([CH3:41])[C:11]=1[OH:42])(=[O:9])[CH3:8].N1C=CC=CC=1.[NH2:49][NH:50][C:51]([NH2:53])=[S:52]. (2) Given the product [NH2:20][C:4]1[CH:5]=[C:6]2[C:11](=[CH:12][C:3]=1[O:2][CH3:1])[CH2:10][N:9]([C:13]([O:15][C:16]([CH3:19])([CH3:18])[CH3:17])=[O:14])[CH2:8][CH2:7]2, predict the reactants needed to synthesize it. The reactants are: [CH3:1][O:2][C:3]1[CH:12]=[C:11]2[C:6]([CH2:7][CH2:8][N:9]([C:13]([O:15][C:16]([CH3:19])([CH3:18])[CH3:17])=[O:14])[CH2:10]2)=[CH:5][C:4]=1[N+:20]([O-])=O. (3) Given the product [F:28][C:29]([F:33])([F:32])[CH2:30][NH:31][C:19]([C:17]1[S:16][C:14]2[N:15]=[C:10]([C:5]3[CH:6]=[CH:7][CH:8]=[C:9]4[C:4]=3[CH:3]=[N:2][NH:1]4)[N:11]=[C:12]([N:22]3[CH2:23][CH2:24][O:25][CH2:26][CH2:27]3)[C:13]=2[CH:18]=1)=[O:21], predict the reactants needed to synthesize it. The reactants are: [NH:1]1[C:9]2[C:4](=[C:5]([C:10]3[N:11]=[C:12]([N:22]4[CH2:27][CH2:26][O:25][CH2:24][CH2:23]4)[C:13]4[CH:18]=[C:17]([C:19]([OH:21])=O)[S:16][C:14]=4[N:15]=3)[CH:6]=[CH:7][CH:8]=2)[CH:3]=[N:2]1.[F:28][C:29]([F:33])([F:32])[CH2:30][NH2:31]. (4) Given the product [CH3:1][O:2][C:3]1[CH:4]=[CH:5][C:6]([CH2:7][N:8]2[C:17](=[O:18])[C:16]3[C:11](=[CH:12][CH:13]=[C:14]([CH2:19][C:20]4[N:22]5[N:23]=[C:30]([C:33]6[CH:34]=[N:35][CH:36]=[CH:37][CH:38]=6)[CH:31]=[CH:32][C:27]5=[N:28][N:29]=4)[CH:15]=3)[N:10]=[CH:9]2)=[CH:24][CH:25]=1, predict the reactants needed to synthesize it. The reactants are: [CH3:1][O:2][C:3]1[CH:25]=[CH:24][C:6]([CH2:7][N:8]2[C:17](=[O:18])[C:16]3[C:11](=[CH:12][CH:13]=[C:14]([CH2:19][C:20]([NH:22][NH2:23])=O)[CH:15]=3)[N:10]=[CH:9]2)=[CH:5][CH:4]=1.Cl[C:27]1[N:28]=[N:29][C:30]([C:33]2[CH:34]=[N:35][CH:36]=[CH:37][CH:38]=2)=[CH:31][CH:32]=1. (5) Given the product [Cl:27][C:13]1[CH:14]=[C:15]([NH:18][C:19]2[CH:24]=[CH:23][C:22]([F:25])=[CH:21][C:20]=2[F:26])[CH:16]=[CH:17][C:12]=1[C:10]([C:8]1[CH:9]=[C:4]([N:1]2[CH:32]=[C:31]([C:30](=[O:33])[CH3:29])[N:3]=[N:2]2)[CH:5]=[CH:6][C:7]=1[CH3:28])=[O:11], predict the reactants needed to synthesize it. The reactants are: [N:1]([C:4]1[CH:5]=[CH:6][C:7]([CH3:28])=[C:8]([C:10]([C:12]2[CH:17]=[CH:16][C:15]([NH:18][C:19]3[CH:24]=[CH:23][C:22]([F:25])=[CH:21][C:20]=3[F:26])=[CH:14][C:13]=2[Cl:27])=[O:11])[CH:9]=1)=[N+:2]=[N-:3].[CH3:29][C:30](=[O:33])[C:31]#[CH:32].